From a dataset of Peptide-MHC class II binding affinity with 134,281 pairs from IEDB. Regression. Given a peptide amino acid sequence and an MHC pseudo amino acid sequence, predict their binding affinity value. This is MHC class II binding data. (1) The peptide sequence is VRNGKKLIPSWASVK. The MHC is DRB3_0202 with pseudo-sequence DRB3_0202. The binding affinity (normalized) is 0.710. (2) The peptide sequence is HDKKSMGDDHFWAVR. The MHC is DRB1_0401 with pseudo-sequence DRB1_0401. The binding affinity (normalized) is 0.132. (3) The MHC is HLA-DQA10401-DQB10402 with pseudo-sequence HLA-DQA10401-DQB10402. The peptide sequence is PRGVTHDQLNNFRAG. The binding affinity (normalized) is 0.